This data is from Catalyst prediction with 721,799 reactions and 888 catalyst types from USPTO. The task is: Predict which catalyst facilitates the given reaction. (1) Reactant: [Cl:1][C:2]1[N:7]2[N:8]=[C:9]([C:11]3[CH:16]=[CH:15][CH:14]=[CH:13][CH:12]=3)[CH:10]=[C:6]2[N:5]=[C:4]([CH3:17])[C:3]=1[CH2:18][C:19]([O:21][CH3:22])=[O:20].[Li+].C[Si]([N-][Si](C)(C)C)(C)C.I[CH2:34][CH2:35][CH3:36]. Product: [Cl:1][C:2]1[N:7]2[N:8]=[C:9]([C:11]3[CH:16]=[CH:15][CH:14]=[CH:13][CH:12]=3)[CH:10]=[C:6]2[N:5]=[C:4]([CH3:17])[C:3]=1[CH:18]([CH2:34][CH2:35][CH3:36])[C:19]([O:21][CH3:22])=[O:20]. The catalyst class is: 3. (2) Reactant: [NH:1]1[CH2:6][CH2:5][CH2:4][CH2:3][CH2:2]1.[CH3:7][O:8][C:9]([C:11]1[CH:16]=[N:15][C:14](Br)=[C:13]([C:18]2[CH:23]=[CH:22][C:21]([F:24])=[CH:20][CH:19]=2)[N:12]=1)=[O:10]. Product: [CH3:7][O:8][C:9]([C:11]1[CH:16]=[N:15][C:14]([N:1]2[CH2:6][CH2:5][CH2:4][CH2:3][CH2:2]2)=[C:13]([C:18]2[CH:23]=[CH:22][C:21]([F:24])=[CH:20][CH:19]=2)[N:12]=1)=[O:10]. The catalyst class is: 10.